From a dataset of Full USPTO retrosynthesis dataset with 1.9M reactions from patents (1976-2016). Predict the reactants needed to synthesize the given product. Given the product [F:23][C:13]1[C:14]([O:21][CH3:22])=[CH:15][C:16]([O:19][CH3:20])=[C:17]([F:18])[C:12]=1[N:10]1[C:9](=[O:24])[C:8]2([CH2:26][CH2:25]2)[C:6]2[N:7]=[C:2]([C:34]3[CH:33]=[C:31]([NH:32][C:16](=[O:19])[CH:15]=[CH2:14])[CH:30]=[CH:29][C:28]=3[CH3:27])[N:3]=[CH:4][C:5]=2[CH2:11]1, predict the reactants needed to synthesize it. The reactants are: Cl[C:2]1[N:3]=[CH:4][C:5]2[CH2:11][N:10]([C:12]3[C:17]([F:18])=[C:16]([O:19][CH3:20])[CH:15]=[C:14]([O:21][CH3:22])[C:13]=3[F:23])[C:9](=[O:24])[C:8]3([CH2:26][CH2:25]3)[C:6]=2[N:7]=1.[CH3:27][C:28]1[CH:34]=[CH:33][C:31]([NH2:32])=[CH:30][C:29]=1B1OC(C)(C)C(C)(C)O1.